Dataset: Reaction yield outcomes from USPTO patents with 853,638 reactions. Task: Predict the reaction yield, written as a fraction of the theoretical maximum amount of product (1.0 means a 100% yield; for example, 0.34 means a 34% yield). (1) The reactants are [Cl:1][C:2]1[CH:7]=[CH:6][N:5]=[C:4]([C:8](Cl)=[O:9])[CH:3]=1.[CH3:11][NH2:12]. The catalyst is C1COCC1.CCO. The product is [Cl:1][C:2]1[CH:7]=[CH:6][N:5]=[C:4]([C:8]([NH:12][CH3:11])=[O:9])[CH:3]=1. The yield is 0.600. (2) The reactants are [CH2:1]([N:6]1[C:14]2[N:13]=[CH:12][NH:11][C:10]=2[C:9](=[O:15])[NH:8]/[C:7]/1=[N:16]/[NH2:17])[CH2:2][CH2:3][CH2:4][CH3:5].C1N=CN([C:23](N2C=NC=C2)=[O:24])C=1. The catalyst is C1COCC1. The product is [OH:24][C:23]1[N:8]2[C:9](=[O:15])[C:10]3[NH:11][CH:12]=[N:13][C:14]=3[N:6]([CH2:1][CH2:2][CH2:3][CH2:4][CH3:5])[C:7]2=[N:16][N:17]=1. The yield is 0.984. (3) The reactants are [Br:1][C:2]1[CH:10]=[CH:9][C:5]([C:6]([OH:8])=[O:7])=[C:4]([CH3:11])[CH:3]=1.IC.[C:14](=O)(O)[O-].[Na+]. The catalyst is CN(C=O)C. The product is [CH3:14][O:7][C:6](=[O:8])[C:5]1[CH:9]=[CH:10][C:2]([Br:1])=[CH:3][C:4]=1[CH3:11]. The yield is 1.00. (4) The reactants are [C:1]1([C:7]2[CH:8]=[CH:9][C:10]3[N:11]([C:13]([CH2:16][C:17]4[CH:18]=[C:19]([NH2:24])[C:20]([NH2:23])=[CH:21][CH:22]=4)=[N:14][N:15]=3)[N:12]=2)[CH:6]=[CH:5][CH:4]=[CH:3][CH:2]=1.[CH:25](O)=O. No catalyst specified. The product is [N:23]1[C:20]2[CH:21]=[CH:22][C:17]([CH2:16][C:13]3[N:11]4[N:12]=[C:7]([C:1]5[CH:6]=[CH:5][CH:4]=[CH:3][CH:2]=5)[CH:8]=[CH:9][C:10]4=[N:15][N:14]=3)=[CH:18][C:19]=2[NH:24][CH:25]=1. The yield is 0.730. (5) The reactants are [C:1]([NH:11][CH2:12][CH2:13][CH2:14][CH2:15][C:16]1[CH:21]=[CH:20][C:19]([OH:22])=[CH:18][CH:17]=1)([O:3][CH2:4][C:5]1[CH:10]=[CH:9][CH:8]=[CH:7][CH:6]=1)=[O:2].[H-].[Na+].[CH3:25][O:26][CH2:27][CH2:28]Br. The catalyst is C1COCC1.[I-].C([N+](CCCC)(CCCC)CCCC)CCC. The product is [C:1]([NH:11][CH2:12][CH2:13][CH2:14][CH2:15][C:16]1[CH:21]=[CH:20][C:19]([O:22][CH2:28][CH2:27][O:26][CH3:25])=[CH:18][CH:17]=1)([O:3][CH2:4][C:5]1[CH:6]=[CH:7][CH:8]=[CH:9][CH:10]=1)=[O:2]. The yield is 0.640. (6) The reactants are [H-].[Na+].[NH:3]1[C:12]2[C:7](=[CH:8][CH:9]=[CH:10][CH:11]=2)[CH2:6][CH2:5][CH2:4]1.I[CH3:14]. The catalyst is O1CCCC1. The product is [CH3:14][N:3]1[C:12]2[C:7](=[CH:8][CH:9]=[CH:10][CH:11]=2)[CH2:6][CH2:5][CH2:4]1. The yield is 0.610.